The task is: Predict the reactants needed to synthesize the given product.. This data is from Full USPTO retrosynthesis dataset with 1.9M reactions from patents (1976-2016). (1) Given the product [Br:1][CH2:2][C:3]([N:15]1[CH2:16][CH2:17][N:12]([C:7]2[N:6]=[CH:11][CH:10]=[CH:9][N:8]=2)[CH2:13][CH2:14]1)=[O:4], predict the reactants needed to synthesize it. The reactants are: [Br:1][CH2:2][C:3](Br)=[O:4].[N:6]1[CH:11]=[CH:10][CH:9]=[N:8][C:7]=1[N:12]1[CH2:17][CH2:16][NH:15][CH2:14][CH2:13]1.C(N(CC)CC)C. (2) Given the product [CH2:50]([O:49][C:47]([N:45]1[CH2:46][C:41]2[C:40]([N:52]3[CH2:57][CH2:56][O:55][CH2:54][C@@H:53]3[CH3:58])=[N:39][C:38]([C:67]3[CH:68]=[CH:69][C:70]([NH:73][C:74](=[O:80])[NH:75][CH2:76][C:77]([OH:79])=[O:78])=[CH:71][CH:72]=3)=[N:43][C:42]=2[CH2:44]1)=[O:48])[CH3:51], predict the reactants needed to synthesize it. The reactants are: C(NC(=O)NC1C=CC(C2N=C(N3CCOC[C@@H]3C)C3CCN(C(OC(C)(C)C)=O)CC=3N=2)=CC=1)C.Cl[C:38]1[N:39]=[C:40]([N:52]2[CH2:57][CH2:56][O:55][CH2:54][C@@H:53]2[CH3:58])[C:41]2[CH2:46][N:45]([C:47]([O:49][CH2:50][CH3:51])=[O:48])[CH2:44][C:42]=2[N:43]=1.CC1(C)C(C)(C)OB([C:67]2[CH:72]=[CH:71][C:70]([NH:73][C:74](=[O:80])[NH:75][CH2:76][C:77]([OH:79])=[O:78])=[CH:69][CH:68]=2)O1. (3) Given the product [NH2:9][C:3]1[N:4]=[CH:5][N:6]=[C:7]([NH:10][CH:11]2[CH2:12][C:13]3([CH2:14][N:15]([C:17](=[O:19])[CH:40]=[CH2:41])[CH2:16]3)[CH2:24]2)[C:2]=1[C:35]1[CH:34]=[N:33][N:32]([CH2:25][C:26]2[CH:31]=[CH:30][CH:29]=[CH:28][CH:27]=2)[CH:36]=1, predict the reactants needed to synthesize it. The reactants are: Cl[C:2]1[C:3]([NH2:9])=[N:4][CH:5]=[N:6][C:7]=1Cl.[NH2:10][CH:11]1[CH2:24][C:13]2([CH2:16][N:15]([C:17]([O:19]C(C)(C)C)=O)[CH2:14]2)[CH2:12]1.[CH2:25]([N:32]1[CH:36]=[C:35](B(O)O)[CH:34]=[N:33]1)[C:26]1[CH:31]=[CH:30][CH:29]=[CH:28][CH:27]=1.[C:40](O)(=O)[CH:41]=C.